Dataset: Full USPTO retrosynthesis dataset with 1.9M reactions from patents (1976-2016). Task: Predict the reactants needed to synthesize the given product. (1) Given the product [C:23]([Si:20]([O:12][CH2:11][C:9]1[CH:10]=[C:5]([O:4][CH2:3][O:2][CH3:1])[CH:6]=[CH:7][C:8]=1[CH3:13])([CH3:22])[CH3:21])([CH3:26])([CH3:25])[CH3:24], predict the reactants needed to synthesize it. The reactants are: [CH3:1][O:2][CH2:3][O:4][C:5]1[CH:6]=[CH:7][C:8]([CH3:13])=[C:9]([CH2:11][OH:12])[CH:10]=1.N1C=CN=C1.Cl[Si:20]([C:23]([CH3:26])([CH3:25])[CH3:24])([CH3:22])[CH3:21]. (2) Given the product [Cl:27][C:28]1[CH:33]=[CH:32][CH:31]=[CH:30][C:29]=1[NH:34][C:2]1[CH:7]=[CH:6][CH:5]=[CH:4][C:3]=1[CH2:8][N:9]1[CH2:14][CH2:13][N:12]([C:15]2[C:20]([C:21]([O:23][CH:24]([CH3:26])[CH3:25])=[O:22])=[CH:19][CH:18]=[CH:17][N:16]=2)[CH2:11][CH2:10]1, predict the reactants needed to synthesize it. The reactants are: Br[C:2]1[CH:7]=[CH:6][CH:5]=[CH:4][C:3]=1[CH2:8][N:9]1[CH2:14][CH2:13][N:12]([C:15]2[C:20]([C:21]([O:23][CH:24]([CH3:26])[CH3:25])=[O:22])=[CH:19][CH:18]=[CH:17][N:16]=2)[CH2:11][CH2:10]1.[Cl:27][C:28]1[CH:33]=[CH:32][CH:31]=[CH:30][C:29]=1[NH2:34].CC(C1C=C(C(C)C)C(C2C=CC=CC=2P(C2CCCCC2)C2CCCCC2)=C(C(C)C)C=1)C.P([O-])([O-])([O-])=O.[K+].[K+].[K+]. (3) Given the product [CH3:1][O:2][CH2:3][CH2:4][O:5][C:6]1[CH:11]=[CH:10][CH:9]=[CH:8][C:7]=1[C:12]1[N:17]=[CH:16][NH:15][C:14](=[O:19])[CH:13]=1, predict the reactants needed to synthesize it. The reactants are: [CH3:1][O:2][CH2:3][CH2:4][O:5][C:6]1[CH:11]=[CH:10][CH:9]=[CH:8][C:7]=1[C:12]1[NH:17][C:16](=S)[NH:15][C:14](=[O:19])[CH:13]=1.N. (4) Given the product [CH2:1]([C:8]1[N:12]([CH2:13][C:14]([NH:25][C:24]2[CH:23]=[C:22]([Cl:21])[CH:28]=[C:27]([Cl:29])[CH:26]=2)=[O:16])[C:11]2[CH:17]=[CH:18][CH:19]=[CH:20][C:10]=2[N:9]=1)[C:2]1[CH:3]=[CH:4][CH:5]=[CH:6][CH:7]=1, predict the reactants needed to synthesize it. The reactants are: [CH2:1]([C:8]1[N:12]([CH2:13][C:14]([OH:16])=O)[C:11]2[CH:17]=[CH:18][CH:19]=[CH:20][C:10]=2[N:9]=1)[C:2]1[CH:7]=[CH:6][CH:5]=[CH:4][CH:3]=1.[Cl:21][C:22]1[CH:23]=[C:24]([CH:26]=[C:27]([Cl:29])[CH:28]=1)[NH2:25].CN(C(ON1N=NC2C=CC=NC1=2)=[N+](C)C)C.F[P-](F)(F)(F)(F)F. (5) Given the product [CH2:14]([NH:13][C:8]([C:5]1[CH:4]=[CH:3][C:2]([Br:1])=[CH:7][N:6]=1)=[O:10])[CH3:15], predict the reactants needed to synthesize it. The reactants are: [Br:1][C:2]1[CH:3]=[CH:4][C:5]([C:8]([OH:10])=O)=[N:6][CH:7]=1.Cl.C[N:13](C)[CH2:14][CH2:15]CN=C=NCC.C(N(CC)C(C)C)(C)C.ON1C2C=CC=CC=2N=N1.C(N)C. (6) Given the product [F:1][C:2]1[CH:31]=[CH:30][C:5]([CH2:6][N:7]2[CH2:11][CH2:10][N:9]([C:12]3[CH:16]=[C:15]([C:17]([NH:35][CH2:36][C:37]4[CH:38]=[C:39]([CH3:40])[NH:34][N:33]=4)=[O:18])[NH:14][N:13]=3)[C:8]2=[O:29])=[CH:4][CH:3]=1, predict the reactants needed to synthesize it. The reactants are: [F:1][C:2]1[CH:31]=[CH:30][C:5]([CH2:6][N:7]2[CH2:11][CH2:10][N:9]([C:12]3[CH:16]=[C:15]([C:17](O)=[O:18])[N:14](CC4C=CC(OC)=CC=4)[N:13]=3)[C:8]2=[O:29])=[CH:4][CH:3]=1.O[N:33]1[C:37]2[CH:38]=[CH:39][CH:40]=C[C:36]=2[N:35]=[N:34]1.F[B-](F)(F)F.N1(OC(N(C)C)=[N+](C)C)C2C=CC=CC=2N=N1.C(N(CC)C(C)C)(C)C.Cl.CC1NN=C(CN)C=1.